From a dataset of Full USPTO retrosynthesis dataset with 1.9M reactions from patents (1976-2016). Predict the reactants needed to synthesize the given product. The reactants are: [O-]P([O-])([O-])=O.[K+].[K+].[K+].O[CH:10](S([O-])(=O)=O)[CH2:11][CH2:12][C:13]1[CH:18]=[CH:17][C:16]([C:19]2[CH:24]=[CH:23][CH:22]=[CH:21][CH:20]=2)=[C:15]([CH3:25])[CH:14]=1.[Na+].[C:31]([O:35][C:36](=[O:50])[CH2:37][CH:38](P(OCC)(OCC)=O)[C:39]([OH:41])=[O:40])([CH3:34])([CH3:33])[CH3:32].CC(C)([O-])C.[Na+].C(O)(=O)CC(CC(O)=O)(C(O)=O)O.[C:70]12([NH2:80])[CH2:79][CH:74]3[CH2:75][CH:76]([CH2:78][CH:72]([CH2:73]3)[CH2:71]1)[CH2:77]2. Given the product [C:70]12([NH2:80])[CH2:77][CH:76]3[CH2:75][CH:74]([CH2:73][CH:72]([CH2:78]3)[CH2:71]1)[CH2:79]2.[C:31]([O:35][C:36](=[O:50])[CH2:37]/[C:38](=[CH:10]\[CH2:11][CH2:12][C:13]1[CH:18]=[CH:17][C:16]([C:19]2[CH:24]=[CH:23][CH:22]=[CH:21][CH:20]=2)=[C:15]([CH3:25])[CH:14]=1)/[C:39]([OH:41])=[O:40])([CH3:34])([CH3:32])[CH3:33], predict the reactants needed to synthesize it.